This data is from NCI-60 drug combinations with 297,098 pairs across 59 cell lines. The task is: Regression. Given two drug SMILES strings and cell line genomic features, predict the synergy score measuring deviation from expected non-interaction effect. Drug 1: CC1=C2C(C(=O)C3(C(CC4C(C3C(C(C2(C)C)(CC1OC(=O)C(C(C5=CC=CC=C5)NC(=O)OC(C)(C)C)O)O)OC(=O)C6=CC=CC=C6)(CO4)OC(=O)C)O)C)O. Drug 2: CC1C(C(CC(O1)OC2CC(OC(C2O)C)OC3=CC4=CC5=C(C(=O)C(C(C5)C(C(=O)C(C(C)O)O)OC)OC6CC(C(C(O6)C)O)OC7CC(C(C(O7)C)O)OC8CC(C(C(O8)C)O)(C)O)C(=C4C(=C3C)O)O)O)O. Cell line: HCT-15. Synergy scores: CSS=38.0, Synergy_ZIP=-7.76, Synergy_Bliss=-7.55, Synergy_Loewe=-6.06, Synergy_HSA=-5.86.